Task: Regression. Given two drug SMILES strings and cell line genomic features, predict the synergy score measuring deviation from expected non-interaction effect.. Dataset: NCI-60 drug combinations with 297,098 pairs across 59 cell lines (1) Drug 1: CC(C)(C#N)C1=CC(=CC(=C1)CN2C=NC=N2)C(C)(C)C#N. Drug 2: CN(C(=O)NC(C=O)C(C(C(CO)O)O)O)N=O. Cell line: OVCAR-5. Synergy scores: CSS=-0.898, Synergy_ZIP=-0.636, Synergy_Bliss=-2.61, Synergy_Loewe=-2.88, Synergy_HSA=-3.55. (2) Drug 1: C1CC(C1)(C(=O)O)C(=O)O.[NH2-].[NH2-].[Pt+2]. Drug 2: CC(C)(C#N)C1=CC(=CC(=C1)CN2C=NC=N2)C(C)(C)C#N. Cell line: NCI-H226. Synergy scores: CSS=-11.2, Synergy_ZIP=3.25, Synergy_Bliss=-3.19, Synergy_Loewe=-9.49, Synergy_HSA=-11.7. (3) Drug 1: CC(CN1CC(=O)NC(=O)C1)N2CC(=O)NC(=O)C2. Drug 2: CNC(=O)C1=NC=CC(=C1)OC2=CC=C(C=C2)NC(=O)NC3=CC(=C(C=C3)Cl)C(F)(F)F. Cell line: SF-295. Synergy scores: CSS=30.8, Synergy_ZIP=-7.00, Synergy_Bliss=-5.48, Synergy_Loewe=-4.30, Synergy_HSA=-1.11. (4) Drug 1: C1=CC(=CC=C1CCC2=CNC3=C2C(=O)NC(=N3)N)C(=O)NC(CCC(=O)O)C(=O)O. Drug 2: C1=NC2=C(N=C(N=C2N1C3C(C(C(O3)CO)O)O)F)N. Cell line: BT-549. Synergy scores: CSS=12.3, Synergy_ZIP=-1.91, Synergy_Bliss=-1.38, Synergy_Loewe=-1.47, Synergy_HSA=0.940. (5) Drug 1: CN(C)C1=NC(=NC(=N1)N(C)C)N(C)C. Drug 2: CCCCCOC(=O)NC1=NC(=O)N(C=C1F)C2C(C(C(O2)C)O)O. Cell line: TK-10. Synergy scores: CSS=-4.20, Synergy_ZIP=1.42, Synergy_Bliss=3.19, Synergy_Loewe=-2.93, Synergy_HSA=-1.31. (6) Drug 1: C1CCC(C1)C(CC#N)N2C=C(C=N2)C3=C4C=CNC4=NC=N3. Drug 2: CNC(=O)C1=CC=CC=C1SC2=CC3=C(C=C2)C(=NN3)C=CC4=CC=CC=N4. Cell line: 786-0. Synergy scores: CSS=1.07, Synergy_ZIP=0.648, Synergy_Bliss=4.15, Synergy_Loewe=2.63, Synergy_HSA=3.71. (7) Drug 1: C1=CC(=CC=C1C#N)C(C2=CC=C(C=C2)C#N)N3C=NC=N3. Drug 2: C1CCC(C(C1)N)N.C(=O)(C(=O)[O-])[O-].[Pt+4]. Cell line: HOP-92. Synergy scores: CSS=16.1, Synergy_ZIP=-5.40, Synergy_Bliss=-9.63, Synergy_Loewe=-0.884, Synergy_HSA=-4.45.